Dataset: Peptide-MHC class II binding affinity with 134,281 pairs from IEDB. Task: Regression. Given a peptide amino acid sequence and an MHC pseudo amino acid sequence, predict their binding affinity value. This is MHC class II binding data. (1) The peptide sequence is DNEAYEMPSEEGYQD. The MHC is DRB1_1501 with pseudo-sequence DRB1_1501. The binding affinity (normalized) is 0.0924. (2) The peptide sequence is LIGFGLRTLWSPRER. The MHC is DRB1_1301 with pseudo-sequence DRB1_1301. The binding affinity (normalized) is 0.820. (3) The peptide sequence is AKDVIPEGWKADTAY. The MHC is DRB3_0101 with pseudo-sequence DRB3_0101. The binding affinity (normalized) is 0.452. (4) The MHC is DRB1_1501 with pseudo-sequence DRB1_1501. The binding affinity (normalized) is 0.293. The peptide sequence is GTEIKYNGEEYLILS. (5) The peptide sequence is NAGFKAALAAAAGVP. The binding affinity (normalized) is 0.561. The MHC is DRB1_0405 with pseudo-sequence DRB1_0405. (6) The peptide sequence is YDKFLANVSTVLTFK. The MHC is DRB1_1302 with pseudo-sequence DRB1_1302. The binding affinity (normalized) is 0.954. (7) The peptide sequence is WCYGVENVRVAYGKC. The MHC is DRB1_0301 with pseudo-sequence DRB1_0301. The binding affinity (normalized) is 0.468. (8) The peptide sequence is FFHMNIYECKGVTVK. The MHC is DRB1_0701 with pseudo-sequence DRB1_0701. The binding affinity (normalized) is 0.561. (9) The peptide sequence is IVALIIAIVVWTIV. The MHC is HLA-DPA10103-DPB10401 with pseudo-sequence HLA-DPA10103-DPB10401. The binding affinity (normalized) is 0. (10) The peptide sequence is PQDLELSWNLNGLQAY. The MHC is DRB1_0401 with pseudo-sequence DRB1_0401. The binding affinity (normalized) is 0.662.